From a dataset of Reaction yield outcomes from USPTO patents with 853,638 reactions. Predict the reaction yield, written as a fraction of the theoretical maximum amount of product (1.0 means a 100% yield; for example, 0.34 means a 34% yield). The reactants are [NH:1]1[CH2:4][CH:3]([N:5]([CH:12]2[CH2:15][CH2:14][CH2:13]2)[C:6]2[N:11]=[CH:10][CH:9]=[CH:8][N:7]=2)[CH2:2]1.[F:16][C:17]1[CH:25]=[CH:24][C:23]([CH:26]=[O:27])=[CH:22][C:18]=1[C:19](O)=[O:20].F[P-](F)(F)(F)(F)F.N1(OC(N(C)C)=[N+](C)C)C2C=CC=CC=2N=N1.C(N(CC)C(C)C)(C)C. The yield is 0.510. The product is [CH:12]1([N:5]([C:6]2[N:7]=[CH:8][CH:9]=[CH:10][N:11]=2)[CH:3]2[CH2:2][N:1]([C:19]([C:18]3[CH:22]=[C:23]([CH:24]=[CH:25][C:17]=3[F:16])[CH:26]=[O:27])=[O:20])[CH2:4]2)[CH2:15][CH2:14][CH2:13]1. No catalyst specified.